Dataset: Reaction yield outcomes from USPTO patents with 853,638 reactions. Task: Predict the reaction yield, written as a fraction of the theoretical maximum amount of product (1.0 means a 100% yield; for example, 0.34 means a 34% yield). (1) The reactants are [CH2:1]([N:3](CC)CC)[CH3:2].[CH:8]([C:10]1[C:18]2[C:13](=[CH:14][CH:15]=[CH:16][CH:17]=2)[N:12](C(OC(C)(C)C)=O)[CH:11]=1)=[O:9].[CH:26](=[N:33][C:34]1(OC)C=CN=[CH:36][NH:35]1)[C:27]1[CH:32]=[CH:31][CH:30]=[CH:29][CH:28]=1.[CH2:42]([OH:44])C. The catalyst is [Cl-].C([N+]1C(C)=C(CCO)SC=1)C1C=CC=CC=1.CO. The product is [NH:12]1[C:13]2[C:18](=[CH:17][CH:16]=[CH:15][CH:14]=2)[C:10]([C:8](=[O:9])[CH:26]([NH:33][C:34]2[N:35]=[C:36]([O:44][CH3:42])[CH:2]=[CH:1][N:3]=2)[C:27]2[CH:28]=[CH:29][CH:30]=[CH:31][CH:32]=2)=[CH:11]1. The yield is 0.0700. (2) The reactants are Cl[CH2:2][CH2:3][CH2:4][N:5]1[C:10]2[CH:11]=[CH:12][CH:13]=[C:14]([CH:15]([CH3:17])[CH3:16])[C:9]=2[O:8][CH2:7][C:6]1=[O:18].C([O-])([O-])=O.[K+].[K+].[Na+].[I-].[CH2:27]([CH:31]1[CH2:36][CH2:35][NH:34][CH2:33][CH2:32]1)[CH2:28][CH2:29][CH3:30]. The catalyst is C(Cl)Cl.CO. The product is [CH2:27]([CH:31]1[CH2:36][CH2:35][N:34]([CH2:2][CH2:3][CH2:4][N:5]2[C:10]3[CH:11]=[CH:12][CH:13]=[C:14]([CH:15]([CH3:17])[CH3:16])[C:9]=3[O:8][CH2:7][C:6]2=[O:18])[CH2:33][CH2:32]1)[CH2:28][CH2:29][CH3:30]. The yield is 0.390. (3) The reactants are Cl.[S:2]1[CH:6]=[CH:5][CH:4]=[C:3]1[CH2:7][C:8]([OH:10])=O.[CH2:11]([C@H:18]1[CH2:22][NH:21][C@H:20]([C:23]([NH:25][C:26]2[CH:31]=[CH:30][C:29]([O:32][C:33]3[CH:38]=[CH:37][C:36]([F:39])=[CH:35][CH:34]=3)=[CH:28][CH:27]=2)=[O:24])[CH2:19]1)[C:12]1[CH:17]=[CH:16][CH:15]=[CH:14][CH:13]=1. No catalyst specified. The product is [CH2:11]([C@H:18]1[CH2:22][N:21]([C:8](=[O:10])[CH2:7][C:3]2[S:2][CH:6]=[CH:5][CH:4]=2)[C@H:20]([C:23]([NH:25][C:26]2[CH:31]=[CH:30][C:29]([O:32][C:33]3[CH:34]=[CH:35][C:36]([F:39])=[CH:37][CH:38]=3)=[CH:28][CH:27]=2)=[O:24])[CH2:19]1)[C:12]1[CH:13]=[CH:14][CH:15]=[CH:16][CH:17]=1. The yield is 0.398. (4) The reactants are ClC(Cl)(Cl)C(Cl)(Cl)Cl.[F:9][C:10]1[CH:11]=[CH:12][C:13]([NH:16][NH:17][C:18]([N:20]2[CH:25]3[CH2:26][CH2:27][CH:21]2[CH2:22][CH2:23][CH2:24]3)=O)=[N:14][CH:15]=1.C(N(CC)CC)C.C1(P(C2C=CC=CC=2)C2C=CC=CC=2)C=CC=CC=1. The catalyst is C1COCC1. The product is [CH:25]12[N:20]([C:18]3[N:14]4[CH:15]=[C:10]([F:9])[CH:11]=[CH:12][C:13]4=[N:16][N:17]=3)[CH:21]([CH2:27][CH2:26]1)[CH2:22][CH2:23][CH2:24]2. The yield is 0.760. (5) The reactants are [O:1]1[CH2:6][CH2:5][C:4](=[O:7])[CH2:3][CH2:2]1.II.Br[CH2:11][C:12]([O:14][CH2:15][CH3:16])=[O:13].S(=O)(=O)(O)O. The catalyst is O1CCCC1.[Zn]. The product is [CH2:15]([O:14][C:12](=[O:13])[CH2:11][C:4]1([OH:7])[CH2:5][CH2:6][O:1][CH2:2][CH2:3]1)[CH3:16]. The yield is 0.690. (6) The reactants are F[P-](F)(F)(F)(F)F.Br[P+](N1CCCC1)(N1CCCC1)N1CCCC1.C(N(C(C)C)CC)(C)C.[NH:34]1[C:42]2[C:37](=[CH:38][CH:39]=[C:40]([C:43]([OH:45])=O)[CH:41]=2)[CH:36]=[CH:35]1.[CH3:46][O:47][C:48](=[O:57])[C:49]1[CH:54]=[CH:53][C:52]([NH2:55])=[CH:51][C:50]=1[Cl:56]. The catalyst is O1CCCC1. The product is [CH3:46][O:47][C:48](=[O:57])[C:49]1[CH:54]=[CH:53][C:52]([NH:55][C:43]([C:40]2[CH:41]=[C:42]3[C:37]([CH:36]=[CH:35][NH:34]3)=[CH:38][CH:39]=2)=[O:45])=[CH:51][C:50]=1[Cl:56]. The yield is 0.260.